From a dataset of Full USPTO retrosynthesis dataset with 1.9M reactions from patents (1976-2016). Predict the reactants needed to synthesize the given product. (1) Given the product [O:21]1[CH2:22][CH2:23][CH2:24][CH2:25][CH:20]1[O:19][NH:18][C:17](/[CH:16]=[CH:15]/[C:12]1[CH:11]=[CH:10][C:9](/[CH:8]=[CH:7]/[C:6]([OH:27])=[O:5])=[CH:14][CH:13]=1)=[O:26], predict the reactants needed to synthesize it. The reactants are: [Li+].[OH-].C([O:5][C:6](=[O:27])/[CH:7]=[CH:8]/[C:9]1[CH:14]=[CH:13][C:12](/[CH:15]=[CH:16]/[C:17](=[O:26])[NH:18][O:19][CH:20]2[CH2:25][CH2:24][CH2:23][CH2:22][O:21]2)=[CH:11][CH:10]=1)C. (2) Given the product [C:20]([O:19][C:17](=[O:18])[N:15]([CH2:14][CH2:13][C@H:10]1[CH2:9][CH2:8][C@H:7]([CH2:6][CH2:5][CH2:4][OH:3])[CH2:12][CH2:11]1)[CH3:16])([CH3:21])([CH3:23])[CH3:22], predict the reactants needed to synthesize it. The reactants are: C([O:3][C:4](=O)[CH2:5][CH2:6][C@H:7]1[CH2:12][CH2:11][C@H:10]([CH2:13][CH2:14][N:15]([C:17]([O:19][C:20]([CH3:23])([CH3:22])[CH3:21])=[O:18])[CH3:16])[CH2:9][CH2:8]1)C.[H-].[Al+3].[Li+].[H-].[H-].[H-].